The task is: Predict which catalyst facilitates the given reaction.. This data is from Catalyst prediction with 721,799 reactions and 888 catalyst types from USPTO. (1) Reactant: [CH3:1][C:2]1[C:6]([S:7](Cl)(=[O:9])=[O:8])=[C:5]([CH3:11])[NH:4][N:3]=1.[F:12][C:13]1[CH:18]=[CH:17][C:16]([N:19]2[C:27]3[C:22](=[C:23]([O:28][CH2:29][C@@H:30]([NH2:32])[CH3:31])[CH:24]=[CH:25][CH:26]=3)[CH:21]=[N:20]2)=[CH:15][CH:14]=1.CCN(C(C)C)C(C)C. Product: [F:12][C:13]1[CH:14]=[CH:15][C:16]([N:19]2[C:27]3[C:22](=[C:23]([O:28][CH2:29][C@@H:30]([NH:32][S:7]([C:6]4[C:5]([CH3:11])=[N:4][NH:3][C:2]=4[CH3:1])(=[O:9])=[O:8])[CH3:31])[CH:24]=[CH:25][CH:26]=3)[CH:21]=[N:20]2)=[CH:17][CH:18]=1. The catalyst class is: 56. (2) Reactant: [F:1][C:2]1[CH:3]=[C:4]([CH:28]=[CH:29][C:30]=1[F:31])[C:5]([N:7]1[CH2:20][C:19]([CH3:22])([CH3:21])[C:18]2[C:17]3[CH:16]=[CH:15][CH:14]=[CH:13][C:12]=3[NH:11][C:10]=2[CH:9]([C:23]([O:25][CH2:26][CH3:27])=[O:24])[CH2:8]1)=[O:6].[CH:32]1N=CN(C(N2C=NC=C2)=O)C=1. Product: [F:1][C:2]1[CH:3]=[C:4]([CH:28]=[CH:29][C:30]=1[F:31])[C:5]([N:7]1[CH2:20][C:19]([CH3:22])([CH3:21])[C:18]2[C:17]3[CH:16]=[CH:15][CH:14]=[CH:13][C:12]=3[NH:11][C:10]=2[C:9]([C:23]([O:25][CH:26]([CH3:32])[CH3:27])=[O:24])=[CH:8]1)=[O:6]. The catalyst class is: 32. (3) Reactant: [N:1]1[CH:6]=[CH:5][CH:4]=[C:3]([C:7]2[S:11][C:10]([C:12]([OH:14])=[O:13])=[CH:9][CH:8]=2)[CH:2]=1.ClC1C=C(C(OO)=[O:23])C=CC=1. Product: [C:12]([C:10]1[S:11][C:7]([C:3]2[CH:2]=[N+:1]([O-:23])[CH:6]=[CH:5][CH:4]=2)=[CH:8][CH:9]=1)([OH:14])=[O:13]. The catalyst class is: 2. (4) Reactant: [CH2:1]([O:8][C:9]([N:11]1[CH2:16][CH2:15][CH:14]([NH:17][C:18]([O:20][C:21]([CH3:24])([CH3:23])[CH3:22])=[O:19])[CH:13]([OH:25])[CH2:12]1)=[O:10])[C:2]1[CH:7]=[CH:6][CH:5]=[CH:4][CH:3]=1.N1C=CN=C1.[Si:31](Cl)([C:34]([CH3:37])([CH3:36])[CH3:35])([CH3:33])[CH3:32]. Product: [CH2:1]([O:8][C:9]([N:11]1[CH2:16][CH2:15][CH:14]([NH:17][C:18]([O:20][C:21]([CH3:22])([CH3:24])[CH3:23])=[O:19])[CH:13]([O:25][Si:31]([C:34]([CH3:37])([CH3:36])[CH3:35])([CH3:33])[CH3:32])[CH2:12]1)=[O:10])[C:2]1[CH:3]=[CH:4][CH:5]=[CH:6][CH:7]=1. The catalyst class is: 3. (5) Reactant: [Cl:1][C:2]1[C:3]2[N:4]([C:15](=[O:18])[NH:16][N:17]=2)[N:5]=[CH:6][C:7]=1[C:8]1[CH:13]=[CH:12][C:11]([Cl:14])=[CH:10][CH:9]=1.[C:19]([O-])([O-])=O.[K+].[K+].[F:25][C:26]([F:36])([F:35])[C:27]1[CH:34]=[CH:33][CH:32]=[CH:31][C:28]=1CBr. Product: [F:36][C:26]([F:25])([F:35])[C:27]1[CH:28]=[CH:31][C:32]([CH2:19][N:16]2[C:15](=[O:18])[N:4]3[N:5]=[CH:6][C:7]([C:8]4[CH:13]=[CH:12][C:11]([Cl:14])=[CH:10][CH:9]=4)=[C:2]([Cl:1])[C:3]3=[N:17]2)=[CH:33][CH:34]=1. The catalyst class is: 31.